From a dataset of Forward reaction prediction with 1.9M reactions from USPTO patents (1976-2016). Predict the product of the given reaction. (1) Given the reactants C(OC([N:8]1[CH2:13][CH2:12][N:11]([C:14](=[O:18])[CH2:15][CH2:16][OH:17])[CH2:10][CH2:9]1)=O)(C)(C)C.[ClH:19].O1CCOCC1, predict the reaction product. The product is: [ClH:19].[O:18]=[C:14]([N:11]1[CH2:10][CH2:9][NH:8][CH2:13][CH2:12]1)[CH2:15][CH2:16][OH:17]. (2) Given the reactants [Cl:1][C:2]1[CH:7]=[CH:6][C:5]([C:8]2[N:12]([CH3:13])[CH:11]=[C:10]([C:14]([O:16]CC)=[O:15])[C:9]=2[CH3:19])=[CH:4][CH:3]=1.[OH-].[Na+].Cl, predict the reaction product. The product is: [Cl:1][C:2]1[CH:7]=[CH:6][C:5]([C:8]2[N:12]([CH3:13])[CH:11]=[C:10]([C:14]([OH:16])=[O:15])[C:9]=2[CH3:19])=[CH:4][CH:3]=1.